Predict which catalyst facilitates the given reaction. From a dataset of Catalyst prediction with 721,799 reactions and 888 catalyst types from USPTO. (1) Reactant: C([O:3][C:4]([CH2:6][C:7](=[O:39])[CH2:8][C@H:9]1[CH2:14][CH2:13][C@H:12]([O:15][C:16]([N:18]2[CH2:27][CH2:26][C:25]3[C:20](=[CH:21][CH:22]=[C:23]([NH:28][C:29]([NH:31][C:32]4[CH:37]=[CH:36][CH:35]=[CH:34][C:33]=4[F:38])=[O:30])[CH:24]=3)[CH2:19]2)=[O:17])[CH2:11][CH2:10]1)=O)C.Cl.[NH2:41]O. Product: [OH:3][C:4]1[CH:6]=[C:7]([CH2:8][C@H:9]2[CH2:10][CH2:11][C@H:12]([O:15][C:16]([N:18]3[CH2:27][CH2:26][C:25]4[C:20](=[CH:21][CH:22]=[C:23]([NH:28][C:29]([NH:31][C:32]5[CH:37]=[CH:36][CH:35]=[CH:34][C:33]=5[F:38])=[O:30])[CH:24]=4)[CH2:19]3)=[O:17])[CH2:13][CH2:14]2)[O:39][N:41]=1. The catalyst class is: 8. (2) Reactant: [NH2:1][C:2]1[N:7]=[C:6]([CH:8]2[CH2:10][CH2:9]2)[C:5]([CH2:11][NH:12]C(=O)OC(C)(C)C)=[CH:4][CH:3]=1.CCOC(C)=O.[ClH:26]. Product: [ClH:26].[NH2:12][CH2:11][C:5]1[CH:4]=[CH:3][C:2]([NH2:1])=[N:7][C:6]=1[CH:8]1[CH2:10][CH2:9]1. The catalyst class is: 25. (3) Reactant: [CH3:1][C:2]1[N:12]=[C:11]2[N:6]([CH2:7][CH2:8][CH2:9][CH:10]2[OH:13])[C:4](=[O:5])[C:3]=1[CH2:14][CH2:15][N:16]1[CH2:21][CH2:20][CH:19]([C:22]2[C:23]3[CH:24]=[CH:25][C:26]([F:31])=[CH:27][C:28]=3[O:29][N:30]=2)[CH2:18][CH2:17]1.[BrH:32]. Product: [CH3:1][C:2]1[N:12]=[C:11]2[N:6]([CH2:7][CH2:8][CH2:9][CH:10]2[OH:13])[C:4](=[O:5])[C:3]=1[CH2:14][CH2:15][N:16]1[CH2:21][CH2:20][CH:19]([C:22]2[C:23]3[CH:24]=[CH:25][C:26]([F:31])=[CH:27][C:28]=3[O:29][N:30]=2)[CH2:18][CH2:17]1.[BrH:32]. The catalyst class is: 5.